This data is from Full USPTO retrosynthesis dataset with 1.9M reactions from patents (1976-2016). The task is: Predict the reactants needed to synthesize the given product. Given the product [F:30][C:24]1[CH:25]=[CH:26][CH:27]=[C:28]([F:29])[C:23]=1[NH:22][C:20](=[O:21])[C:19]1[CH:31]=[CH:32][CH:33]=[C:17]([C:9]2[N:10]=[C:11]3[CH:16]=[CH:15][CH:14]=[CH:13][N:12]3[C:8]=2[C:6]2[CH:5]=[CH:4][N:3]=[C:2]([NH:38][C:37]3[CH:39]=[CH:40][C:41]([N:43]4[CH2:48][CH2:47][CH:46]([CH2:49][N:50]5[CH2:55][CH2:54][CH2:53][CH2:52][CH2:51]5)[CH2:45][CH2:44]4)=[CH:42][C:36]=3[O:35][CH3:34])[N:7]=2)[CH:18]=1, predict the reactants needed to synthesize it. The reactants are: Cl[C:2]1[N:7]=[C:6]([C:8]2[N:12]3[CH:13]=[CH:14][CH:15]=[CH:16][C:11]3=[N:10][C:9]=2[C:17]2[CH:18]=[C:19]([CH:31]=[CH:32][CH:33]=2)[C:20]([NH:22][C:23]2[C:28]([F:29])=[CH:27][CH:26]=[CH:25][C:24]=2[F:30])=[O:21])[CH:5]=[CH:4][N:3]=1.[CH3:34][O:35][C:36]1[CH:42]=[C:41]([N:43]2[CH2:48][CH2:47][CH:46]([CH2:49][N:50]3[CH2:55][CH2:54][CH2:53][CH2:52][CH2:51]3)[CH2:45][CH2:44]2)[CH:40]=[CH:39][C:37]=1[NH2:38].Cl.